From a dataset of Reaction yield outcomes from USPTO patents with 853,638 reactions. Predict the reaction yield, written as a fraction of the theoretical maximum amount of product (1.0 means a 100% yield; for example, 0.34 means a 34% yield). (1) The reactants are N[C:2]1[CH:11]=[CH:10][C:9]2[C:4](=[CH:5][C:6]([Br:12])=[CH:7][CH:8]=2)[CH:3]=1.Cl.N([O-])=O.[Na+].[F:18][B-](F)(F)F.[Na+]. The catalyst is C(OC)(C)(C)C.C(OCC)C. The product is [Br:12][C:6]1[CH:5]=[C:4]2[C:9]([CH:10]=[CH:11][CH:2]=[C:3]2[F:18])=[CH:8][CH:7]=1. The yield is 0.850. (2) The reactants are [OH:1][N:2]=[C:3]([C:5]1[C:9]([NH:10][CH2:11][CH2:12][O:13][CH3:14])=[N:8][O:7][N:6]=1)N.[ClH:15].[Cl-].[Na+].N([O-])=O.[Na+]. The catalyst is C(OCC)(=O)C.O. The product is [OH:1][N:2]=[C:3]([Cl:15])[C:5]1[C:9]([NH:10][CH2:11][CH2:12][O:13][CH3:14])=[N:8][O:7][N:6]=1. The yield is 1.26. (3) The reactants are [N+:1]([C:4]1[CH:9]=[CH:8][C:7]([N:10]2[CH:16]3[CH2:17][CH2:18][N:13]([CH2:14][CH2:15]3)[CH2:12][CH2:11]2)=[CH:6][CH:5]=1)([O-])=O. The catalyst is [Pd].CO. The product is [N:13]12[CH2:18][CH2:17][CH:16]([CH2:15][CH2:14]1)[N:10]([C:7]1[CH:8]=[CH:9][C:4]([NH2:1])=[CH:5][CH:6]=1)[CH2:11][CH2:12]2. The yield is 1.00. (4) The reactants are [CH3:1][C:2]1[CH:3]=[C:4]([C:8]([C:10]2[N:15]=[CH:14][CH:13]=[CH:12][N:11]=2)=O)[O:5][C:6]=1[CH3:7].[NH3:16]. The catalyst is CO. The product is [CH3:1][C:2]1[CH:3]=[C:4]([OH:5])[C:8]([C:10]2[N:15]=[CH:14][CH:13]=[CH:12][N:11]=2)=[N:16][C:6]=1[CH3:7]. The yield is 0.590. (5) The reactants are [C:1]1([C@@H:7]([N@:9]2[CH2:11][CH:10]2[CH2:12][OH:13])[CH3:8])[CH:6]=[CH:5][CH:4]=[CH:3][CH:2]=1.CS(C)=O.C(Cl)(=O)C(Cl)=O.CCN(C(C)C)C(C)C. The catalyst is C(Cl)Cl. The product is [C:1]1([C@@H:7]([N@:9]2[CH2:11][CH:10]2[CH:12]=[O:13])[CH3:8])[CH:2]=[CH:3][CH:4]=[CH:5][CH:6]=1. The yield is 0.810. (6) The reactants are [N:1]1([C:14]([O:16][C:17]([CH3:20])([CH3:19])[CH3:18])=[O:15])[CH2:6][CH2:5][N:4]([C:7](OC(Cl)(Cl)Cl)=[O:8])[CH2:3][CH2:2]1.O.[NH2:22][NH2:23].CCOC(C)=O. The catalyst is C1COCC1.[Cl-].[Na+]. The product is [NH:22]([C:7]([N:4]1[CH2:5][CH2:6][N:1]([C:14]([O:16][C:17]([CH3:20])([CH3:19])[CH3:18])=[O:15])[CH2:2][CH2:3]1)=[O:8])[NH2:23]. The yield is 0.400.